From a dataset of Reaction yield outcomes from USPTO patents with 853,638 reactions. Predict the reaction yield, written as a fraction of the theoretical maximum amount of product (1.0 means a 100% yield; for example, 0.34 means a 34% yield). (1) The yield is 0.750. The reactants are [C:1](Cl)(=[O:8])[C:2]1[CH:7]=[CH:6][CH:5]=[CH:4][CH:3]=1.[CH2:10]([NH:17][C:18]([C:20]1[S:24][C:23]([NH2:25])=[N:22][C:21]=1[CH3:26])=[O:19])[C:11]1[CH:16]=[CH:15][CH:14]=[CH:13][CH:12]=1.C(N(CC)CC)C. The catalyst is CN(C)C1C=CN=CC=1.O1CCCC1. The product is [CH2:10]([NH:17][C:18]([C:20]1[S:24][C:23]([NH:25][C:1](=[O:8])[C:2]2[CH:7]=[CH:6][CH:5]=[CH:4][CH:3]=2)=[N:22][C:21]=1[CH3:26])=[O:19])[C:11]1[CH:16]=[CH:15][CH:14]=[CH:13][CH:12]=1. (2) The reactants are COC1C=CC(P2(SP(C3C=CC(OC)=CC=3)(=S)S2)=[S:10])=CC=1.[Cl:23][C:24]1[C:25]([C:32]([NH:34][NH:35][C:36](=O)[CH2:37][C:38]2[CH:43]=[CH:42][CH:41]=[CH:40][CH:39]=2)=O)=[N:26][C:27]([S:30][CH3:31])=[N:28][CH:29]=1. The catalyst is N1C=CC=CC=1.O. The product is [CH2:37]([C:36]1[S:10][C:32]([C:25]2[C:24]([Cl:23])=[CH:29][N:28]=[C:27]([S:30][CH3:31])[N:26]=2)=[N:34][N:35]=1)[C:38]1[CH:43]=[CH:42][CH:41]=[CH:40][CH:39]=1. The yield is 0.470. (3) The reactants are [NH:1]1[C:9]2[C:4](=[CH:5][CH:6]=[CH:7][CH:8]=2)[CH2:3][C:2]1=[O:10].[CH3:11][N:12]([CH3:27])[CH2:13][CH2:14][N:15]([CH3:26])[C:16]1[CH:23]=[CH:22][C:21]([O:24][CH3:25])=[CH:20][C:17]=1[CH:18]=O. No catalyst specified. The product is [CH3:27][N:12]([CH3:11])[CH2:13][CH2:14][N:15]([CH3:26])[C:16]1[CH:23]=[CH:22][C:21]([O:24][CH3:25])=[CH:20][C:17]=1[CH:18]=[C:3]1[C:4]2[C:9](=[CH:8][CH:7]=[CH:6][CH:5]=2)[NH:1][C:2]1=[O:10]. The yield is 0.870. (4) The reactants are [F:1][C:2]1[C:7]([F:8])=[C:6]([F:9])[C:5]([F:10])=[C:4]([F:11])[C:3]=1[C:12](=O)[CH3:13].[NH2:15][C:16]([NH2:18])=[S:17]. No catalyst specified. The product is [NH2:18][C:16]1[S:17][CH:13]=[C:12]([C:3]2[C:2]([F:1])=[C:7]([F:8])[C:6]([F:9])=[C:5]([F:10])[C:4]=2[F:11])[N:15]=1. The yield is 0.867. (5) The yield is 0.400. The catalyst is CN(C=O)C.C(Cl)(Cl)Cl. The reactants are [Li+].[Cl:2][C:3]1[CH:8]=[CH:7][N:6]=[C:5]2[CH:9]=[C:10]([C:12]([O-])=[O:13])[S:11][C:4]=12.S(Cl)(Cl)=O.[BH4-].[Na+]. The product is [OH:13][CH2:12][C:10]1[S:11][C:4]2[C:5](=[N:6][CH:7]=[CH:8][C:3]=2[Cl:2])[CH:9]=1.